From a dataset of Forward reaction prediction with 1.9M reactions from USPTO patents (1976-2016). Predict the product of the given reaction. (1) The product is: [OH:17][CH2:16][C@@H:15]([NH:18][CH3:19])[CH2:14][CH2:13][CH2:12][N:3]1[C:4](=[O:11])[C:5]2[C:10](=[CH:9][CH:8]=[CH:7][CH:6]=2)[C:2]1=[O:1]. Given the reactants [O:1]=[C:2]1[C:10]2[C:5](=[CH:6][CH:7]=[CH:8][CH:9]=2)[C:4](=[O:11])[N:3]1[CH2:12][CH2:13][CH2:14][C@H:15]([N:18](C)[C:19](=O)OCC1C=CC=CC=1)[CH2:16][OH:17].[H][H], predict the reaction product. (2) Given the reactants [C:1]([O:5][C:6](=[O:27])[NH:7][C@@H:8]1[C@@H:13]([OH:14])[C@H:12]([CH2:15][C:16]2[CH:21]=[C:20]([F:22])[C:19]([N+:23]([O-:25])=[O:24])=[C:18]([F:26])[CH:17]=2)[CH2:11][S:10][CH2:9]1)([CH3:4])([CH3:3])[CH3:2].[OH:28]OS([O-])=O.[K+].S(S([O-])=O)([O-])(=O)=O.[Na+].[Na+], predict the reaction product. The product is: [C:1]([O:5][C:6](=[O:27])[NH:7][C@@H:8]1[C@@H:13]([OH:14])[C@H:12]([CH2:15][C:16]2[CH:17]=[C:18]([F:26])[C:19]([N+:23]([O-:25])=[O:24])=[C:20]([F:22])[CH:21]=2)[CH2:11][S@:10](=[O:28])[CH2:9]1)([CH3:4])([CH3:2])[CH3:3].